This data is from Reaction yield outcomes from USPTO patents with 853,638 reactions. The task is: Predict the reaction yield, written as a fraction of the theoretical maximum amount of product (1.0 means a 100% yield; for example, 0.34 means a 34% yield). (1) The product is [F:1][C:2]([F:16])([F:17])[CH2:3][CH:4]([CH2:11][C:12]([F:13])([F:14])[F:15])[CH:5]=[O:6]. The yield is 0.650. The catalyst is C(Cl)Cl. The reactants are [F:1][C:2]([F:17])([F:16])[CH2:3][CH:4]([CH2:11][C:12]([F:15])([F:14])[F:13])[C:5](N(OC)C)=[O:6].[H-].C([Al+]CC(C)C)C(C)C.Cl. (2) The reactants are [Br:1][C:2]1[CH:7]=[CH:6][C:5]([S:8][C:9](Cl)(Cl)Cl)=[CH:4][CH:3]=1.Br[C:14]1[CH:19]=[CH:18][CH:17]=C[N:15]=1. The catalyst is C(N)=O.O. The product is [Br:1][C:2]1[CH:7]=[CH:6][C:5]([S:8][C:9]2[CH:17]=[CH:18][CH:19]=[CH:14][N:15]=2)=[CH:4][CH:3]=1. The yield is 0.650. (3) The reactants are CCN=C=NCCCN(C)C.C1C=CC2N(O)N=NC=2C=1.[F:22][C:23]1[CH:29]=[C:28]([F:30])[CH:27]=[CH:26][C:24]=1[NH2:25].[Br:31][CH2:32][CH2:33][CH2:34][CH2:35][C:36](O)=[O:37]. The catalyst is CN(C=O)C. The product is [Br:31][CH2:32][CH2:33][CH2:34][CH2:35][C:36]([NH:25][C:24]1[CH:26]=[CH:27][C:28]([F:30])=[CH:29][C:23]=1[F:22])=[O:37]. The yield is 0.680.